This data is from Reaction yield outcomes from USPTO patents with 853,638 reactions. The task is: Predict the reaction yield, written as a fraction of the theoretical maximum amount of product (1.0 means a 100% yield; for example, 0.34 means a 34% yield). (1) The reactants are [C:1]([O:5][C:6](=[O:36])[NH:7][C:8]1([C:12]2[CH:17]=[CH:16][C:15](C3C(=O)C4C(=CC=C(F)C=4)OC=3C3C=CC=CC=3)=[CH:14][CH:13]=2)[CH2:11][CH2:10][CH2:9]1)([CH3:4])([CH3:3])[CH3:2].I[C:38]1[C:47](=[O:48])[C:46]2[C:41](=[CH:42][C:43]([CH3:51])=[C:44]([O:49][CH3:50])[CH:45]=2)[O:40][C:39]=1[C:52]1[CH:57]=[CH:56][CH:55]=[CH:54][CH:53]=1. No catalyst specified. The product is [C:1]([O:5][C:6](=[O:36])[NH:7][C:8]1([C:12]2[CH:13]=[CH:14][C:15]([C:38]3[C:47](=[O:48])[C:46]4[C:41](=[CH:42][C:43]([CH3:51])=[C:44]([O:49][CH3:50])[CH:45]=4)[O:40][C:39]=3[C:52]3[CH:57]=[CH:56][CH:55]=[CH:54][CH:53]=3)=[CH:16][CH:17]=2)[CH2:9][CH2:10][CH2:11]1)([CH3:4])([CH3:2])[CH3:3]. The yield is 0.410. (2) The reactants are Br[C:2]1[CH:3]=[C:4]([C:8]2[C:21]3[C:22]4=[C:23]5[C:18](=[CH:19][CH:20]=3)[CH:17]=[CH:16][CH:15]=[C:14]5[CH:13]=[CH:12][C:11]4=[CH:10][CH:9]=2)[CH:5]=[CH:6][CH:7]=1.[CH3:24][C:25]1([CH3:59])[C:49]2[C:29]([CH:30]=[C:31]3[CH:48]=[C:47]4[C:34]([C:35]5[C:40]([C:41]6[C:46]4=[CH:45][CH:44]=[CH:43][CH:42]=6)=[CH:39][CH:38]=[CH:37][CH:36]=5)=[CH:33][C:32]3=2)=[CH:28][C:27](B2OC(C)(C)C(C)(C)O2)=[CH:26]1.C([O-])([O-])=O.[Na+].[Na+].CCO. The catalyst is C1C=CC([P]([Pd]([P](C2C=CC=CC=2)(C2C=CC=CC=2)C2C=CC=CC=2)([P](C2C=CC=CC=2)(C2C=CC=CC=2)C2C=CC=CC=2)[P](C2C=CC=CC=2)(C2C=CC=CC=2)C2C=CC=CC=2)(C2C=CC=CC=2)C2C=CC=CC=2)=CC=1.C1(C)C=CC=CC=1. The product is [CH3:59][C:25]1([CH3:24])[C:49]2[C:29]([CH:30]=[C:31]3[CH:48]=[C:47]4[C:34]([C:35]5[C:40]([C:41]6[C:46]4=[CH:45][CH:44]=[CH:43][CH:42]=6)=[CH:39][CH:38]=[CH:37][CH:36]=5)=[CH:33][C:32]3=2)=[CH:28][C:27]([C:6]2[CH:7]=[CH:2][CH:3]=[C:4]([C:8]3[C:21]4[C:22]5=[C:23]6[C:18](=[CH:19][CH:20]=4)[CH:17]=[CH:16][CH:15]=[C:14]6[CH:13]=[CH:12][C:11]5=[CH:10][CH:9]=3)[CH:5]=2)=[CH:26]1. The yield is 0.490. (3) The yield is 0.714. The product is [F:8][C:9]1[CH:14]=[C:13]([N+:15]([O-:17])=[O:16])[CH:12]=[CH:11][C:10]=1[O:18][C:20]1[C:29]2[C:24](=[CH:25][C:26]([O:32][CH2:33][CH2:34][CH2:35][N:36]3[CH2:37][CH2:38][CH2:39][CH2:40]3)=[C:27]([O:30][CH3:31])[CH:28]=2)[NH:23][C:22](=[O:41])[CH:21]=1. The reactants are ClC1C=CC=CC=1.[F:8][C:9]1[CH:14]=[C:13]([N+:15]([O-:17])=[O:16])[CH:12]=[CH:11][C:10]=1[OH:18].Cl[C:20]1[C:29]2[C:24](=[CH:25][C:26]([O:32][CH2:33][CH2:34][CH2:35][N:36]3[CH2:40][CH2:39][CH2:38][CH2:37]3)=[C:27]([O:30][CH3:31])[CH:28]=2)[NH:23][C:22](=[O:41])[CH:21]=1. The catalyst is C(Cl)Cl. (4) The reactants are [N:1]([CH2:4][C:5]([C:7]1[CH:12]=[CH:11][CH:10]=[CH:9][CH:8]=1)=[O:6])=[N+:2]=[N-].C1(P(C2C=CC=CC=2)CCC(ON2C(=O)CCC2=O)=O)C=CC=CC=1. The catalyst is C1(C)C=CC=CC=1.C(Cl)Cl. The product is [N+:1](=[CH:4][C:5]([C:7]1[CH:12]=[CH:11][CH:10]=[CH:9][CH:8]=1)=[O:6])=[N-:2]. The yield is 0.490. (5) The reactants are [O:1]=[C:2]1[CH2:7][O:6][C:5]2[CH:8]=[CH:9][C:10]([CH:12]=O)=[N:11][C:4]=2[NH:3]1.[CH3:14][O:15][C:16]1[CH:25]=[C:24]2[C:19]([N:20]=[CH:21][C:22]([O:26][CH2:27][CH2:28][CH2:29][N:30]3[CH2:35][CH2:34][CH:33]([CH2:36][NH2:37])[CH2:32][CH2:31]3)=[N:23]2)=[CH:18][CH:17]=1.C(O)(=O)C.C([BH3-])#N.[Na+]. The catalyst is ClCCCl.CO. The product is [CH3:14][O:15][C:16]1[CH:25]=[C:24]2[C:19]([N:20]=[CH:21][C:22]([O:26][CH2:27][CH2:28][CH2:29][N:30]3[CH2:31][CH2:32][CH:33]([CH2:36][NH:37][CH2:12][C:10]4[CH:9]=[CH:8][C:5]5[O:6][CH2:7][C:2](=[O:1])[NH:3][C:4]=5[N:11]=4)[CH2:34][CH2:35]3)=[N:23]2)=[CH:18][CH:17]=1. The yield is 0.290. (6) The reactants are C([O:5][C:6](=[O:20])[CH2:7][C:8]1([OH:19])[CH2:11][N:10]([C:12]([O:14][C:15]([CH3:18])([CH3:17])[CH3:16])=[O:13])[CH2:9]1)(C)(C)C.Cl.[OH-].[Na+].O(C(OC(C)(C)C)=O)C(OC(C)(C)C)=O. The catalyst is O1CCOCC1. The product is [C:12]([N:10]1[CH2:9][C:8]([CH2:7][C:6]([OH:20])=[O:5])([OH:19])[CH2:11]1)([O:14][C:15]([CH3:18])([CH3:17])[CH3:16])=[O:13]. The yield is 0.940. (7) The reactants are [Cl:1][C:2]1[CH:3]=[C:4]([C:8]2[CH:16]=[CH:15][CH:14]=[C:13]3[C:9]=2[CH2:10][C:11](=[O:17])[NH:12]3)[CH:5]=[CH:6][CH:7]=1.[CH3:18][C:19]1[CH:23]=[C:22]([CH3:24])[NH:21][C:20]=1[CH:25]=O. The catalyst is C(O)C.N1CCCCC1. The product is [CH3:18][C:19]1[CH:23]=[C:22]([CH3:24])[NH:21][C:20]=1[CH:25]=[C:10]1[C:9]2[C:13](=[CH:14][CH:15]=[CH:16][C:8]=2[C:4]2[CH:5]=[CH:6][CH:7]=[C:2]([Cl:1])[CH:3]=2)[NH:12][C:11]1=[O:17]. The yield is 0.680.